This data is from Drug-target binding data from BindingDB using Ki measurements. The task is: Regression. Given a target protein amino acid sequence and a drug SMILES string, predict the binding affinity score between them. We predict pKi (pKi = -log10(Ki in M); higher means stronger inhibition). Dataset: bindingdb_ki. The compound is CNCCC(Oc1ccc(C(F)(F)F)cc1)c1ccccc1. The target is MLLARMKPQVQPELGGADQ. The pKi is 6.9.